This data is from Peptide-MHC class I binding affinity with 185,985 pairs from IEDB/IMGT. The task is: Regression. Given a peptide amino acid sequence and an MHC pseudo amino acid sequence, predict their binding affinity value. This is MHC class I binding data. (1) The peptide sequence is YIDISDVKVL. The MHC is HLA-A02:02 with pseudo-sequence HLA-A02:02. The binding affinity (normalized) is 0.313. (2) The peptide sequence is FTFERSKIK. The MHC is HLA-A02:19 with pseudo-sequence HLA-A02:19. The binding affinity (normalized) is 0.0847. (3) The peptide sequence is FMVYVPLPA. The MHC is HLA-B46:01 with pseudo-sequence HLA-B46:01. The binding affinity (normalized) is 0.0847.